This data is from Cav3 T-type calcium channel HTS with 100,875 compounds. The task is: Binary Classification. Given a drug SMILES string, predict its activity (active/inactive) in a high-throughput screening assay against a specified biological target. (1) The molecule is Clc1c(OCCCSc2[nH]c(cc(=O)n2)C)cccc1. The result is 0 (inactive). (2) The drug is FC(F)(F)c1cc(C2NC(=O)N(C(=C2C(OC)=O)C)Cc2ccccc2)ccc1. The result is 0 (inactive). (3) The drug is Brc1ccc(c2oc(nn2)c2c(cccc2)C)cc1. The result is 0 (inactive). (4) The drug is O(c1c(Nc2[nH]c(cc(=O)n2)C)cccc1)C. The result is 0 (inactive). (5) The compound is s1c2c(c(c1)C(=O)NN\C=C1\C=CC(=O)C=C1)cccc2. The result is 0 (inactive). (6) The molecule is S(c1nc(cc(c1C#N)COC)C)CC(=O)NCc1occc1. The result is 0 (inactive). (7) The compound is O=C(N1CCN(CC1)c1ncccn1)c1cc2nc(c(nc2cc1)c1occc1)c1occc1. The result is 0 (inactive). (8) The drug is s1c2c(nc1/C=C\c1ccc(N(C)C)cc1)cccc2. The result is 0 (inactive). (9) The drug is S=C(Nc1cc(OC)c(OC)cc1)NC. The result is 0 (inactive). (10) The molecule is O(C(=O)Cn1c2c(n(CCC)c1=N)cccc2)CCCC. The result is 0 (inactive).